Dataset: Catalyst prediction with 721,799 reactions and 888 catalyst types from USPTO. Task: Predict which catalyst facilitates the given reaction. (1) Reactant: [CH:1]1([N:4]([CH:33]2[CH2:35][CH2:34]2)[C:5]([C:7]2[N:30]([CH2:31][CH3:32])[C:10]3=[N:11][C:12]([NH:19][C:20]4[S:21][C:22]([C:25]([O:27]CC)=[O:26])=[CH:23][N:24]=4)=[C:13]4[N:17]=[CH:16][N:15]([CH3:18])[C:14]4=[C:9]3[CH:8]=2)=[O:6])[CH2:3][CH2:2]1.[OH-].[Na+]. Product: [CH:33]1([N:4]([CH:1]2[CH2:2][CH2:3]2)[C:5]([C:7]2[N:30]([CH2:31][CH3:32])[C:10]3=[N:11][C:12]([NH:19][C:20]4[S:21][C:22]([C:25]([OH:27])=[O:26])=[CH:23][N:24]=4)=[C:13]4[N:17]=[CH:16][N:15]([CH3:18])[C:14]4=[C:9]3[CH:8]=2)=[O:6])[CH2:34][CH2:35]1. The catalyst class is: 14. (2) Reactant: [F:1][C:2]1[CH:3]=[C:4]([N:9]2[CH2:18][C:17]3[C:12](=[CH:13][CH:14]=[CH:15][CH:16]=3)[NH:11][C:10]2=[O:19])[CH:5]=[CH:6][C:7]=1[OH:8].[CH3:20][O:21][C:22]1[CH:39]=[CH:38][C:25]([CH2:26][N:27]2[C:31]3=[N:32][CH:33]=[CH:34][C:35](Cl)=[C:30]3[C:29]([CH3:37])=[N:28]2)=[CH:24][CH:23]=1.C(=O)([O-])[O-].[K+].[K+].CC(C)([O-])C.[K+].C1COCC1. Product: [F:1][C:2]1[CH:3]=[C:4]([N:9]2[CH2:18][C:17]3[C:12](=[CH:13][CH:14]=[CH:15][CH:16]=3)[NH:11][C:10]2=[O:19])[CH:5]=[CH:6][C:7]=1[O:8][C:35]1[CH:34]=[CH:33][N:32]=[C:31]2[N:27]([CH2:26][C:25]3[CH:24]=[CH:23][C:22]([O:21][CH3:20])=[CH:39][CH:38]=3)[N:28]=[C:29]([CH3:37])[C:30]=12. The catalyst class is: 3. (3) Product: [NH3:4].[Cl:14][C:15]1[CH:40]=[CH:39][C:18]2[N:19]3[C:23]([CH2:24][N:25]([CH2:11][CH2:12][OH:13])[CH2:26][C:17]=2[CH:16]=1)=[N:22][N:21]=[C:20]3[CH:27]1[CH2:32][CH2:31][N:30]([C:33]2[N:34]=[CH:35][CH:36]=[CH:37][N:38]=2)[CH2:29][CH2:28]1. Reactant: C([N:4](CC)C(C)C)(C)C.Cl[CH2:11][CH2:12][OH:13].[Cl:14][C:15]1[CH:40]=[CH:39][C:18]2[N:19]3[C:23]([CH2:24][NH:25][CH2:26][C:17]=2[CH:16]=1)=[N:22][N:21]=[C:20]3[CH:27]1[CH2:32][CH2:31][N:30]([C:33]2[N:38]=[CH:37][CH:36]=[CH:35][N:34]=2)[CH2:29][CH2:28]1. The catalyst class is: 9. (4) Reactant: [CH2:13]1[CH2:14][CH2:15][CH:10]([N:9]=C=[N:9][CH:10]2[CH2:15][CH2:14][CH2:13][CH2:12][CH2:11]2)[CH2:11][CH2:12]1.[C:16]1([CH2:22][C:23](=[O:27])[C:24]([OH:26])=O)[CH:21]=[CH:20][CH:19]=[CH:18][CH:17]=1.ON1C(=O)CC[C:30]1=O.Cl. Product: [CH3:13][CH2:14][CH2:15][CH:10]([NH:9][C:24](=[O:26])[C:23](=[O:27])[CH2:22][C:16]1[CH:17]=[CH:18][CH:19]=[CH:20][CH:21]=1)[CH2:11][CH2:12][CH3:30]. The catalyst class is: 155. (5) Reactant: C(NC(C)C)(C)C.[CH2:8]([SnH:12]([CH2:17][CH2:18][CH2:19][CH3:20])[CH2:13][CH2:14][CH2:15][CH3:16])[CH2:9][CH2:10][CH3:11].[CH3:21][O:22][CH2:23]Cl. Product: [CH2:17]([Sn:12]([CH2:8][CH2:9][CH2:10][CH3:11])([CH2:13][CH2:14][CH2:15][CH3:16])[CH2:21][O:22][CH3:23])[CH2:18][CH2:19][CH3:20]. The catalyst class is: 188.